From a dataset of Forward reaction prediction with 1.9M reactions from USPTO patents (1976-2016). Predict the product of the given reaction. (1) The product is: [C:13]([NH:17][C:18]([C:20]1[C:28]2[C:23](=[N:24][CH:25]=[C:26]([C:29]3[C:37]4[C:32](=[CH:33][CH:34]=[C:35]([O:38][CH:39]([F:40])[F:41])[CH:36]=4)[N:31]([CH2:2][C:3]([NH:5][CH3:6])=[O:4])[N:30]=3)[N:27]=2)[N:22]([CH2:42][O:43][CH2:44][CH2:45][Si:46]([CH3:49])([CH3:48])[CH3:47])[CH:21]=1)=[O:19])([CH3:16])([CH3:15])[CH3:14]. Given the reactants Cl[CH2:2][C:3]([NH:5][CH3:6])=[O:4].C(=O)([O-])[O-].[K+].[K+].[C:13]([NH:17][C:18]([C:20]1[C:28]2[C:23](=[N:24][CH:25]=[C:26]([C:29]3[C:37]4[C:32](=[CH:33][CH:34]=[C:35]([O:38][CH:39]([F:41])[F:40])[CH:36]=4)[NH:31][N:30]=3)[N:27]=2)[N:22]([CH2:42][O:43][CH2:44][CH2:45][Si:46]([CH3:49])([CH3:48])[CH3:47])[CH:21]=1)=[O:19])([CH3:16])([CH3:15])[CH3:14], predict the reaction product. (2) Given the reactants [CH3:1][C:2]1([CH3:12])[O:6]/[C:5](=[CH:7]\[C:8](O)=[O:9])/[C:4](=[O:11])[O:3]1.C(Cl)(=O)C([Cl:16])=O, predict the reaction product. The product is: [CH3:1][C:2]1([CH3:12])[O:6]/[C:5](=[CH:7]\[C:8]([Cl:16])=[O:9])/[C:4](=[O:11])[O:3]1. (3) Given the reactants [Cl:1][C:2]1[C:3]2[N:10]([CH2:11][CH:12]([OH:15])CO)[CH:9]=[C:8]([C:16]([C:22]3[CH:23]=[C:24]4[C:28](=[CH:29][CH:30]=3)[N:27]([C:31]3[CH:36]=[CH:35][C:34]([F:37])=[CH:33][CH:32]=3)[N:26]=[CH:25]4)([OH:21])[C:17]([F:20])([F:19])[F:18])[C:4]=2[N:5]=[CH:6][N:7]=1, predict the reaction product. The product is: [Cl:1][C:2]1[C:3]2[N:10]([CH2:11][CH:12]=[O:15])[CH:9]=[C:8]([C:16]([C:22]3[CH:23]=[C:24]4[C:28](=[CH:29][CH:30]=3)[N:27]([C:31]3[CH:32]=[CH:33][C:34]([F:37])=[CH:35][CH:36]=3)[N:26]=[CH:25]4)([OH:21])[C:17]([F:20])([F:19])[F:18])[C:4]=2[N:5]=[CH:6][N:7]=1. (4) Given the reactants [C:1]([C:3]1[CH:4]=[C:5]2[C:9](=[CH:10][CH:11]=1)[NH:8][C:7](=[O:12])[C:6]2(O)[C:13]1[C:14]([O:19][CH2:20][CH3:21])=[N:15][CH:16]=[CH:17][CH:18]=1)#[N:2].N1C=CC=CC=1.S(Cl)([Cl:31])=O.ClCCl.CO, predict the reaction product. The product is: [Cl:31][C:6]1([C:13]2[C:14]([O:19][CH2:20][CH3:21])=[N:15][CH:16]=[CH:17][CH:18]=2)[C:5]2[C:9](=[CH:10][CH:11]=[C:3]([C:1]#[N:2])[CH:4]=2)[NH:8][C:7]1=[O:12]. (5) Given the reactants [Cl:1][C:2]1[CH:7]=[CH:6][CH:5]=[C:4]([F:8])[C:3]=1[C:9]1[CH:10]=[C:11]2[C:15](=[CH:16][CH:17]=1)[N:14](S(C1C=CC(C)=CC=1)(=O)=O)[CH:13]=[C:12]2[C:28]1[N:33]=[C:32]([N:34]2[CH2:39][CH2:38][CH:37]([NH:40][C:41](=[O:47])[O:42][C:43]([CH3:46])([CH3:45])[CH3:44])[CH2:36][CH2:35]2)[CH:31]=[N:30][CH:29]=1.C[O-].[Na+].C1COCC1, predict the reaction product. The product is: [Cl:1][C:2]1[CH:7]=[CH:6][CH:5]=[C:4]([F:8])[C:3]=1[C:9]1[CH:10]=[C:11]2[C:15](=[CH:16][CH:17]=1)[NH:14][CH:13]=[C:12]2[C:28]1[N:33]=[C:32]([N:34]2[CH2:35][CH2:36][CH:37]([NH:40][C:41](=[O:47])[O:42][C:43]([CH3:45])([CH3:44])[CH3:46])[CH2:38][CH2:39]2)[CH:31]=[N:30][CH:29]=1. (6) Given the reactants [F:1][C:2]1([F:10])[CH2:6][O:5][C@@:4]([CH2:8][OH:9])([CH3:7])[CH2:3]1.CC(C)=[O:13].OS(O)(=O)=O.O=[Cr](=O)=O, predict the reaction product. The product is: [F:1][C:2]1([F:10])[CH2:6][O:5][C@:4]([CH3:7])([C:8]([OH:13])=[O:9])[CH2:3]1. (7) Given the reactants [Br:1][C:2]1[CH:8]=[CH:7][C:5]([NH2:6])=[CH:4][C:3]=1[F:9].C1C(=O)N([I:17])C(=O)C1, predict the reaction product. The product is: [Br:1][C:2]1[C:3]([F:9])=[CH:4][C:5]([NH2:6])=[C:7]([I:17])[CH:8]=1. (8) Given the reactants Br[C:2]1[CH:3]=[C:4]([C:9]2([C:19]3[CH:24]=[CH:23][C:22]([O:25][CH3:26])=[C:21]([CH3:27])[CH:20]=3)[C:17]3[C:12](=[CH:13][CH:14]=[CH:15][CH:16]=3)[C:11]([NH2:18])=[N:10]2)[CH:5]=[CH:6][C:7]=1[F:8].[N:28]1[CH:33]=[C:32](B(O)O)[CH:31]=[N:30][CH:29]=1, predict the reaction product. The product is: [F:8][C:7]1[CH:6]=[CH:5][C:4]([C:9]2([C:19]3[CH:24]=[CH:23][C:22]([O:25][CH3:26])=[C:21]([CH3:27])[CH:20]=3)[C:17]3[C:12](=[CH:13][CH:14]=[CH:15][CH:16]=3)[C:11]([NH2:18])=[N:10]2)=[CH:3][C:2]=1[C:32]1[CH:33]=[N:28][CH:29]=[N:30][CH:31]=1. (9) The product is: [CH3:1][O:2][C:3](=[O:45])[NH:4][C@H:5]([C:19](=[O:44])[NH:20][CH2:21][CH2:22][CH2:23][CH2:24][C@H:25]([N:28]([S:33]([C:36]1[CH:41]=[CH:40][C:39]([NH2:42])=[C:38]([F:43])[CH:37]=1)(=[O:34])=[O:35])[CH2:29][CH:30]([CH3:32])[CH3:31])[CH2:26][O:27][P:73]([O:72][CH2:71][CH3:70])([O:75][CH2:104][CH3:105])=[O:76])[CH:6]([C:7]1[CH:8]=[CH:9][CH:10]=[CH:11][CH:12]=1)[C:13]1[CH:18]=[CH:17][CH:16]=[CH:15][CH:14]=1. Given the reactants [CH3:1][O:2][C:3](=[O:45])[NH:4][CH:5]([C:19](=[O:44])[NH:20][CH2:21][CH2:22][CH2:23][CH2:24][CH:25]([N:28]([S:33]([C:36]1[CH:41]=[CH:40][C:39]([NH2:42])=[C:38]([F:43])[CH:37]=1)(=[O:35])=[O:34])[CH2:29][CH:30]([CH3:32])[CH3:31])[CH2:26][OH:27])[CH:6]([C:13]1[CH:18]=[CH:17][CH:16]=[CH:15][CH:14]=1)[C:7]1[CH:12]=[CH:11][CH:10]=[CH:9][CH:8]=1.COC(=O)N[C@H](C(=O)NCCCC[C@H:70](N(S(C1C=CC(N)=CC=1)(=O)=O)CC(C)C)[CH2:71][O:72][P:73]([OH:76])([OH:75])=O)C(C1C=CC=CC=1)C1C=CC=CC=1.[B-](F)(F)(F)F.[B-](F)(F)(F)F.[CH2:104]1[N+]2(CCl)CC[N+](F)(CC2)[CH2:105]1, predict the reaction product.